From a dataset of Ames mutagenicity test results for genotoxicity prediction. Regression/Classification. Given a drug SMILES string, predict its toxicity properties. Task type varies by dataset: regression for continuous values (e.g., LD50, hERG inhibition percentage) or binary classification for toxic/non-toxic outcomes (e.g., AMES mutagenicity, cardiotoxicity, hepatotoxicity). Dataset: ames. (1) The compound is Cc1cc2nc3cc(C)c(N)cc3[n+](-c3ccccc3)c2cc1N. The result is 1 (mutagenic). (2) The molecule is CC[C@@H](CO)[N+](=O)[O-]. The result is 0 (non-mutagenic). (3) The drug is CCCC[C@@H](CC)COC(=O)C(C#N)=C(c1ccccc1)c1ccccc1. The result is 0 (non-mutagenic). (4) The result is 0 (non-mutagenic). The drug is Cc1ccc(Cl)cc1. (5) The compound is OCCS. The result is 0 (non-mutagenic). (6) The compound is c1cc2c3c(c1)C1OC1c1cccc(c1-3)C1OC21. The result is 1 (mutagenic). (7) The molecule is C1=C[C@H]2O[C@H]2c2c1cc1ccc3cccc4ccc2c1c34. The result is 1 (mutagenic).